This data is from Reaction yield outcomes from USPTO patents with 853,638 reactions. The task is: Predict the reaction yield, written as a fraction of the theoretical maximum amount of product (1.0 means a 100% yield; for example, 0.34 means a 34% yield). (1) The reactants are Cl[C:2]1[N:10]=[C:9]2[C:5]([N:6]=[C:7]([CH2:12][CH2:13][N:14]3[CH2:19][CH2:18][O:17][C:16]([CH3:21])([CH3:20])[CH2:15]3)[N:8]2[CH3:11])=[C:4]([N:22]2[CH2:27][CH2:26][O:25][CH2:24][CH2:23]2)[N:3]=1.[CH2:28]([C:30]1[NH:31][C:32]2[CH:38]=[CH:37][CH:36]=[CH:35][C:33]=2[N:34]=1)[CH3:29].CC(C1C=C(C(C)C)C(C2C=CC=CC=2P(C2CCCCC2)C2CCCCC2)=C(C(C)C)C=1)C.C([O-])([O-])=O.[Cs+].[Cs+]. The catalyst is O1CCOCC1.C1C=CC(/C=C/C(/C=C/C2C=CC=CC=2)=O)=CC=1.C1C=CC(/C=C/C(/C=C/C2C=CC=CC=2)=O)=CC=1.C1C=CC(/C=C/C(/C=C/C2C=CC=CC=2)=O)=CC=1.[Pd].[Pd]. The product is [CH2:28]([C:30]1[N:31]([C:2]2[N:10]=[C:9]3[C:5]([N:6]=[C:7]([CH2:12][CH2:13][N:14]4[CH2:19][CH2:18][O:17][C:16]([CH3:21])([CH3:20])[CH2:15]4)[N:8]3[CH3:11])=[C:4]([N:22]3[CH2:27][CH2:26][O:25][CH2:24][CH2:23]3)[N:3]=2)[C:32]2[CH:38]=[CH:37][CH:36]=[CH:35][C:33]=2[N:34]=1)[CH3:29]. The yield is 0.630. (2) The reactants are [C:1](/[N:3]=[C:4](\SC)/[NH:5][C:6]1[CH:11]=[C:10]([C:12]([CH3:15])([CH3:14])[CH3:13])[CH:9]=[C:8]([C:16]([CH3:19])([CH3:18])[CH3:17])[CH:7]=1)#[N:2].[NH2:22][NH2:23]. The catalyst is C(O)C. The product is [C:16]([C:8]1[CH:7]=[C:6]([NH:5][C:4]2[N:3]=[C:1]([NH2:2])[NH:23][N:22]=2)[CH:11]=[C:10]([C:12]([CH3:13])([CH3:14])[CH3:15])[CH:9]=1)([CH3:17])([CH3:18])[CH3:19]. The yield is 0.150.